This data is from Reaction yield outcomes from USPTO patents with 853,638 reactions. The task is: Predict the reaction yield, written as a fraction of the theoretical maximum amount of product (1.0 means a 100% yield; for example, 0.34 means a 34% yield). (1) The reactants are [CH3:1][CH:2]([CH3:43])[CH2:3][C@H:4]([NH:18][C:19]([C:21]1[N:22]=[N:23][N:24]([CH2:26][CH2:27][NH:28][C:29](=[O:42])[C:30]2[CH:35]=[CH:34][C:33]([O:36][CH3:37])=[C:32]([O:38][CH3:39])[C:31]=2[O:40][CH3:41])[CH:25]=1)=[O:20])[B:5]1[O:13][C@H]2[C@](C)([C@H]3C[C@@H](C2)C3(C)C)[O:6]1.C(B(O)O)C(C)C.Cl. The catalyst is CO.CCCCCCC. The product is [CH3:1][CH:2]([CH3:43])[CH2:3][C@@H:4]([B:5]([OH:13])[OH:6])[NH:18][C:19]([C:21]1[N:22]=[N:23][N:24]([CH2:26][CH2:27][NH:28][C:29](=[O:42])[C:30]2[CH:35]=[CH:34][C:33]([O:36][CH3:37])=[C:32]([O:38][CH3:39])[C:31]=2[O:40][CH3:41])[CH:25]=1)=[O:20]. The yield is 0.250. (2) The reactants are ClC(Cl)(O[C:5](=[O:11])OC(Cl)(Cl)Cl)Cl.[C:13]([O:17][C:18]([N:20]1[CH2:23][CH:22]([CH2:24][NH:25][C:26]2[N:31]=[C:30]([C:32]3[CH:37]=[CH:36][C:35]([NH2:38])=[CH:34][CH:33]=3)[N:29]=[C:28]([N:39]3[CH2:44][CH2:43][O:42][CH2:41][CH2:40]3)[N:27]=2)[CH2:21]1)=[O:19])([CH3:16])([CH3:15])[CH3:14].[NH2:45][C:46]1[CH:51]=[CH:50][N:49]=[CH:48][CH:47]=1.CCN(CC)CC. The catalyst is C(Cl)Cl. The product is [C:13]([O:17][C:18]([N:20]1[CH2:23][CH:22]([CH2:24][NH:25][C:26]2[N:27]=[C:28]([N:39]3[CH2:44][CH2:43][O:42][CH2:41][CH2:40]3)[N:29]=[C:30]([C:32]3[CH:37]=[CH:36][C:35]([NH:38][C:5]([NH:45][C:46]4[CH:51]=[CH:50][N:49]=[CH:48][CH:47]=4)=[O:11])=[CH:34][CH:33]=3)[N:31]=2)[CH2:21]1)=[O:19])([CH3:16])([CH3:14])[CH3:15]. The yield is 0.160.